From a dataset of Full USPTO retrosynthesis dataset with 1.9M reactions from patents (1976-2016). Predict the reactants needed to synthesize the given product. (1) Given the product [C:17]([NH:21][S:22]([C:25]1[S:26][C:27]([C:36]([NH:1][N:2]2[CH:6]=[CH:5][C:4]([C:7]3[CH:12]=[CH:11][CH:10]=[CH:9][CH:8]=3)=[C:3]2[C:13]([O:15][CH3:16])=[O:14])=[O:40])=[CH:28][N:29]=1)(=[O:23])=[O:24])([CH3:18])([CH3:19])[CH3:20], predict the reactants needed to synthesize it. The reactants are: [NH2:1][N:2]1[CH:6]=[CH:5][C:4]([C:7]2[CH:12]=[CH:11][CH:10]=[CH:9][CH:8]=2)=[C:3]1[C:13]([O:15][CH3:16])=[O:14].[C:17]([NH:21][S:22]([C:25]1[S:26][CH:27]=[C:28](C(O)=O)[N:29]=1)(=[O:24])=[O:23])([CH3:20])([CH3:19])[CH3:18].CN([C:36]([O:40]N1N=NC2C=CC=NC1=2)=[N+](C)C)C.F[P-](F)(F)(F)(F)F.CCN(C(C)C)C(C)C. (2) Given the product [F:15][C:3]1[CH:4]=[C:5]([N:8]2[CH:13]=[CH:12][CH:11]=[CH:10][C:9]2=[O:14])[CH:6]=[CH:7][C:2]=1[NH:1][C:37]([C@@H:36]1[C@@H:35]([CH2:34][O:33][CH2:32][C:31]2[CH:42]=[CH:43][C:28]([O:27][CH3:26])=[CH:29][CH:30]=2)[C@@H:40]1[CH2:39][OH:41])=[O:38], predict the reactants needed to synthesize it. The reactants are: [NH2:1][C:2]1[CH:7]=[CH:6][C:5]([N:8]2[CH:13]=[CH:12][CH:11]=[CH:10][C:9]2=[O:14])=[CH:4][C:3]=1[F:15].C[Si]([N-][Si](C)(C)C)(C)C.[Li+].[CH3:26][O:27][C:28]1[CH:43]=[CH:42][C:31]([CH2:32][O:33][CH2:34][C@@H:35]2[C@@H:40]3[C@H:36]2[CH2:37][O:38][C:39]3=[O:41])=[CH:30][CH:29]=1.Cl. (3) Given the product [CH3:1][N:2]1[C@@H:18]2[CH2:19][C:7]3[CH:8]=[CH:9][C:10]([O:21][CH3:22])=[C:11]4[O:12][C@H:13]5[C@@H:14]([OH:20])[CH:15]=[CH:16][C@@H:17]2[C@:5]5([C:6]=34)[CH2:4][CH2:3]1, predict the reactants needed to synthesize it. The reactants are: [CH3:1][N:2]1[C@@H:18]2[CH2:19][C:7]3[CH:8]=[CH:9][C:10]([O:21][CH3:22])=[C:11]4[O:12][C@H:13]5[C@@H:14]([OH:20])[CH:15]=[CH:16][C@@H:17]2[C@:5]5([C:6]=34)[CH2:4][CH2:3]1.O.OP(O)(O)=O.[OH-].[Na+]. (4) Given the product [C:18]([O:17][C:15]([NH:1][C@@H:2]([CH2:3][C:4]1[CH:5]=[CH:6][C:7]([O:10][C:32]2[CH:33]=[CH:34][C:29]([C:27](=[O:28])[C:26]3[CH:35]=[CH:36][CH:23]=[CH:24][CH:25]=3)=[CH:30][CH:31]=2)=[CH:8][CH:9]=1)[C:11]([O:13][CH3:14])=[O:12])=[O:16])([CH3:21])([CH3:20])[CH3:19], predict the reactants needed to synthesize it. The reactants are: [NH:1]([C:15]([O:17][C:18]([CH3:21])([CH3:20])[CH3:19])=[O:16])[C@H:2]([C:11]([O:13][CH3:14])=[O:12])[CH2:3][C:4]1[CH:9]=[CH:8][C:7]([OH:10])=[CH:6][CH:5]=1.F[C:23]1[CH:36]=[CH:35][C:26]([C:27]([C:29]2[CH:34]=[CH:33][CH:32]=[CH:31][CH:30]=2)=[O:28])=[CH:25][CH:24]=1.C(=O)([O-])[O-].[K+].[K+]. (5) Given the product [NH2:36][C:25]1[N:24]=[C:23]([C:22]2[CH:21]=[C:20]3[C:15]([CH2:16][CH2:17][N:18]([C:9]([NH:8][C:5]4[CH:6]=[CH:7][C:2]([Cl:1])=[CH:3][CH:4]=4)=[O:10])[CH2:19]3)=[CH:14][C:13]=2[F:12])[CH:28]=[C:27]([N:29]2[CH2:30][CH2:31][N:32]([CH3:35])[CH2:33][CH2:34]2)[N:26]=1, predict the reactants needed to synthesize it. The reactants are: [Cl:1][C:2]1[CH:7]=[CH:6][C:5]([N:8]=[C:9]=[O:10])=[CH:4][CH:3]=1.Cl.[F:12][C:13]1[CH:14]=[C:15]2[C:20](=[CH:21][C:22]=1[C:23]1[CH:28]=[C:27]([N:29]3[CH2:34][CH2:33][N:32]([CH3:35])[CH2:31][CH2:30]3)[N:26]=[C:25]([NH2:36])[N:24]=1)[CH2:19][NH:18][CH2:17][CH2:16]2.C(N(CC)CC)C. (6) Given the product [C:11]([O:10][C:9]([NH:8][CH2:7][CH2:6][S:5][S:4][CH2:3][CH2:2][NH:1][C:24]([C:20]1[N:19]=[CH:18][C:17]([CH3:16])=[N+:22]([O-:23])[CH:21]=1)=[O:25])=[O:15])([CH3:12])([CH3:14])[CH3:13], predict the reactants needed to synthesize it. The reactants are: [NH2:1][CH2:2][CH2:3][S:4][S:5][CH2:6][CH2:7][NH:8][C:9](=[O:15])[O:10][C:11]([CH3:14])([CH3:13])[CH3:12].[CH3:16][C:17]1[CH:18]=[N:19][C:20]([C:24](O)=[O:25])=[CH:21][N+:22]=1[O-:23].CN(C(ON1N=NC2C=CC=NC1=2)=[N+](C)C)C.F[P-](F)(F)(F)(F)F.CCN(C(C)C)C(C)C. (7) Given the product [CH2:1]([O:8][C:9](=[O:15])[NH:10][C@@H:11]([CH3:12])[CH2:13][O:14][Si:16]([C:29]([CH3:32])([CH3:31])[CH3:30])([C:23]1[CH:24]=[CH:25][CH:26]=[CH:27][CH:28]=1)[C:17]1[CH:22]=[CH:21][CH:20]=[CH:19][CH:18]=1)[C:2]1[CH:7]=[CH:6][CH:5]=[CH:4][CH:3]=1, predict the reactants needed to synthesize it. The reactants are: [CH2:1]([O:8][C:9](=[O:15])[NH:10][C@H:11]([CH2:13][OH:14])[CH3:12])[C:2]1[CH:7]=[CH:6][CH:5]=[CH:4][CH:3]=1.[Si:16](Cl)([C:29]([CH3:32])([CH3:31])[CH3:30])([C:23]1[CH:28]=[CH:27][CH:26]=[CH:25][CH:24]=1)[C:17]1[CH:22]=[CH:21][CH:20]=[CH:19][CH:18]=1.N1C=CN=C1.